Task: Predict the reactants needed to synthesize the given product.. Dataset: Full USPTO retrosynthesis dataset with 1.9M reactions from patents (1976-2016) (1) Given the product [CH2:1]([O:3][C:4]([C:6]1[CH:7]=[C:8]2[C:13](=[CH:14][CH:15]=1)[N:12]=[CH:11][C:10]([S:16]([CH3:19])(=[O:18])=[O:17])=[C:9]2[Cl:23])=[O:5])[CH3:2], predict the reactants needed to synthesize it. The reactants are: [CH2:1]([O:3][C:4]([C:6]1[CH:7]=[C:8]2[C:13](=[CH:14][CH:15]=1)[N:12]=[CH:11][C:10]([S:16]([CH3:19])(=[O:18])=[O:17])=[C:9]2O)=[O:5])[CH3:2].P(Cl)(Cl)([Cl:23])=O. (2) Given the product [Br:12][C:4]1[CH:5]=[C:6]([N+:9]([O-:11])=[O:10])[CH:7]=[CH:8][C:3]=1[NH:2][CH3:1].[Br:12][C:4]1[CH:5]=[C:6]([N+:9]([O-:11])=[O:10])[CH:7]=[CH:8][C:3]=1[NH:2][CH3:1], predict the reactants needed to synthesize it. The reactants are: [CH3:1][NH:2][C:3]1[CH:8]=[CH:7][C:6]([N+:9]([O-:11])=[O:10])=[CH:5][CH:4]=1.[Br:12]Br.C([O-])(O)=O.[Na+].